Dataset: Full USPTO retrosynthesis dataset with 1.9M reactions from patents (1976-2016). Task: Predict the reactants needed to synthesize the given product. Given the product [CH3:1][C:2]1([CH3:22])[CH2:11][CH2:10][C:9]([CH3:12])([CH3:13])[C:8]2[CH:7]=[C:6]([C@@H:14]([CH2:17][CH2:18][CH2:19][CH2:20][CH3:21])[CH2:15][O:16][C:43]3[CH:52]=[CH:51][C:46]([C:47]([O:49][CH3:50])=[O:48])=[CH:45][CH:44]=3)[CH:5]=[CH:4][C:3]1=2, predict the reactants needed to synthesize it. The reactants are: [CH3:1][C:2]1([CH3:22])[CH2:11][CH2:10][C:9]([CH3:13])([CH3:12])[C:8]2[CH:7]=[C:6]([C@@H:14]([CH2:17][CH2:18][CH2:19][CH2:20][CH3:21])[CH2:15][OH:16])[CH:5]=[CH:4][C:3]1=2.C1(P(C2C=CC=CC=2)C2C=CC=CC=2)C=CC=CC=1.O[C:43]1[CH:52]=[CH:51][C:46]([C:47]([O:49][CH3:50])=[O:48])=[CH:45][CH:44]=1.N(C(OCC)=O)=NC(OCC)=O.